This data is from Reaction yield outcomes from USPTO patents with 853,638 reactions. The task is: Predict the reaction yield, written as a fraction of the theoretical maximum amount of product (1.0 means a 100% yield; for example, 0.34 means a 34% yield). (1) The reactants are CC([O-])(C)C.[K+].[CH:7]1[CH:8]=[CH:9][C:10]([Cl:23])=[C:11]([CH2:13][N:14]2[CH2:22][C:18]3[CH:19]=[CH:20][S:21][C:17]=3[CH2:16][CH2:15]2)[CH:12]=1.[SiH:24]([CH2:29][CH3:30])([CH2:27][CH3:28])[CH2:25][CH3:26]. The catalyst is C1COCC1. The product is [Cl:23][C:10]1[CH:9]=[CH:8][CH:7]=[CH:12][C:11]=1[CH2:13][N:14]1[CH2:15][CH2:16][C:17]2[S:21][C:20]([Si:24]([CH2:29][CH3:30])([CH2:27][CH3:28])[CH2:25][CH3:26])=[CH:19][C:18]=2[CH2:22]1. The yield is 0.570. (2) The catalyst is CN1CCCC1.O. The yield is 0.450. The product is [C:30]([OH:37])(=[O:36])/[CH:31]=[CH:32]/[C:33]([OH:35])=[O:34].[Cl:1][C:2]1[CH:7]=[CH:6][C:5]([Cl:8])=[CH:4][C:3]=1[O:9][CH:10]([C:15]1[CH:20]=[CH:19][CH:18]=[CH:17][CH:16]=1)[CH2:11][CH2:12][CH2:13][N:25]1[CH2:26][CH2:27][CH:22]([OH:21])[CH2:23][CH2:24]1. The reactants are [Cl:1][C:2]1[CH:7]=[CH:6][C:5]([Cl:8])=[CH:4][C:3]=1[O:9][CH:10]([C:15]1[CH:20]=[CH:19][CH:18]=[CH:17][CH:16]=1)[CH2:11][CH2:12][CH2:13]Cl.[OH:21][CH:22]1[CH2:27][CH2:26][NH:25][CH2:24][CH2:23]1.[I-].[K+].[C:30]([OH:37])(=[O:36])/[CH:31]=[CH:32]/[C:33]([OH:35])=[O:34]. (3) The reactants are [Br:1][C:2]1[CH:6]=[CH:5][S:4][C:3]=1[C:7]([OH:9])=O.C1(C)C=CC=CC=1.S(Cl)(Cl)=O.O1CCCC1.[NH3:26].O. No catalyst specified. The product is [Br:1][C:2]1[CH:6]=[CH:5][S:4][C:3]=1[C:7]([NH2:26])=[O:9]. The yield is 0.525. (4) The reactants are C(OC([N:8]1[CH2:13][CH2:12][CH:11]([O:14][C:15]2[CH:20]=[CH:19][C:18](N)=[CH:17][CH:16]=2)[C:10]([CH3:23])([CH3:22])[CH2:9]1)=O)(C)(C)C.N([O-])=O.[Na+].[OH-].[Na+].[ClH:30].O. The catalyst is Cl[Cu]. The product is [Cl:30][C:18]1[CH:19]=[CH:20][C:15]([O:14][CH:11]2[CH2:12][CH2:13][NH:8][CH2:9][C:10]2([CH3:23])[CH3:22])=[CH:16][CH:17]=1. The yield is 0.220. (5) The reactants are [CH3:1][O:2][C:3]1[CH:10]=[C:9]([O:11][CH3:12])[CH:8]=[CH:7][C:4]=1[CH2:5][NH2:6].[Cl:13][C:14]1[CH:19]=[C:18]([N+:20]([O-:22])=[O:21])[C:17]([O:23][CH3:24])=[CH:16][C:15]=1[CH:25]=[CH2:26].C1(C=CC(O)=CC=1)O. The catalyst is CC(O)C. The product is [Cl:13][C:14]1[CH:19]=[C:18]([N+:20]([O-:22])=[O:21])[C:17]([O:23][CH3:24])=[CH:16][C:15]=1[CH2:25][CH2:26][NH:6][CH2:5][C:4]1[CH:7]=[CH:8][C:9]([O:11][CH3:12])=[CH:10][C:3]=1[O:2][CH3:1]. The yield is 0.412.